Dataset: Catalyst prediction with 721,799 reactions and 888 catalyst types from USPTO. Task: Predict which catalyst facilitates the given reaction. (1) Reactant: [CH3:1][O:2][C:3]1[C:8]([C:9]2[CH2:13][O:12][CH2:11][C:10]=2[C:14]([O:16][CH2:17][CH3:18])=[O:15])=[CH:7][CH:6]=[CH:5][N:4]=1. Product: [CH3:1][O:2][C:3]1[C:8]([C@H:9]2[CH2:13][O:12][CH2:11][C@H:10]2[C:14]([O:16][CH2:17][CH3:18])=[O:15])=[CH:7][CH:6]=[CH:5][N:4]=1.[CH3:1][O:2][C:3]1[C:8]([C@H:9]2[CH2:13][O:12][CH2:11][C@@H:10]2[C:14]([O:16][CH2:17][CH3:18])=[O:15])=[CH:7][CH:6]=[CH:5][N:4]=1. The catalyst class is: 50. (2) Reactant: [C:1]([N:4]1[C:13]2[C:8](=[CH:9][C:10]([C:14](O)=[O:15])=[CH:11][CH:12]=2)[C@H:7]([NH:17][C:18]2[CH:23]=[CH:22][CH:21]=[C:20]([CH3:24])[N:19]=2)[C@@H:6]([CH3:25])[C@@H:5]1[CH:26]1[CH2:28][CH2:27]1)(=[O:3])[CH3:2].CN(C(O[N:37]1N=N[C:39]2[CH:40]=CC=N[C:38]1=2)=[N+](C)C)C.F[P-](F)(F)(F)(F)F.C(N)CC.CCN(C(C)C)C(C)C. Product: [C:1]([N:4]1[C:13]2[C:8](=[CH:9][C:10]([C:14]([NH:37][CH2:38][CH2:39][CH3:40])=[O:15])=[CH:11][CH:12]=2)[C@H:7]([NH:17][C:18]2[CH:23]=[CH:22][CH:21]=[C:20]([CH3:24])[N:19]=2)[C@@H:6]([CH3:25])[C@@H:5]1[CH:26]1[CH2:27][CH2:28]1)(=[O:3])[CH3:2]. The catalyst class is: 9. (3) Reactant: C([O:3][CH2:4][C:5]([O:7][C:8]([CH:11]1[CH2:16][CH2:15][C:14]([O:18][C:19](=[O:24])[CH2:20][O:21]C=O)([CH3:17])[CH2:13][CH2:12]1)([CH3:10])[CH3:9])=[O:6])=O. Product: [OH:3][CH2:4][C:5]([O:7][C:8]([CH:11]1[CH2:16][CH2:15][C:14]([O:18][C:19](=[O:24])[CH2:20][OH:21])([CH3:17])[CH2:13][CH2:12]1)([CH3:10])[CH3:9])=[O:6]. The catalyst class is: 389. (4) Reactant: [NH2:1][C@H:2]1[CH2:7][O:6][C@@H:5]([CH:8]([C:15]2[CH:20]=[CH:19][CH:18]=[CH:17][CH:16]=2)[C:9]2[CH:14]=[CH:13][CH:12]=[CH:11][CH:10]=2)[CH2:4][C@@H:3]1[OH:21].[NH:22]1[C:30]2[C:25](=[CH:26][C:27]([CH:31]=O)=[CH:28][CH:29]=2)[CH:24]=[CH:23]1.C(O)(=O)C.C([C@@H]1CC=CCO1)(C1C=CC=CC=1)C1C=CC=CC=1. Product: [CH:8]([C@H:5]1[CH2:4][C@H:3]([OH:21])[C@@H:2]([NH:1][CH2:31][C:27]2[CH:26]=[C:25]3[C:30](=[CH:29][CH:28]=2)[NH:22][CH:23]=[CH:24]3)[CH2:7][O:6]1)([C:9]1[CH:14]=[CH:13][CH:12]=[CH:11][CH:10]=1)[C:15]1[CH:20]=[CH:19][CH:18]=[CH:17][CH:16]=1. The catalyst class is: 21. (5) Reactant: [C:1]([C:4]1([CH3:12])[NH:8][CH:7]([C:9]([OH:11])=[O:10])[CH2:6][S:5]1)([OH:3])=[O:2].[OH2:13]. Product: [C:1]([CH:4]([NH:8][C@H:7]([C:9]([OH:11])=[O:10])[CH2:6][SH:5])[CH3:12])([OH:3])=[O:2].[C:1]([OH:3])(=[O:2])[CH:4]([CH3:12])[OH:13].[NH2:8][C@H:7]([C:9]([OH:11])=[O:10])[CH2:6][SH:5]. The catalyst class is: 33. (6) Reactant: [Br:1][C:2]1[CH:21]=[CH:20][C:5]([O:6][CH2:7][CH:8]([NH:12][C:13]([O:15][C:16]([CH3:19])([CH3:18])[CH3:17])=[O:14])[C:9]([OH:11])=O)=[CH:4][CH:3]=1.CN1CCOCC1.C1C=CC2N(O)N=NC=2C=1.CCN=C=NCCCN(C)C.Cl.[NH2:51][C@H:52]([CH:57]([CH3:59])[CH3:58])[C:53]([O:55][CH3:56])=[O:54]. Product: [CH3:56][O:55][C:53](=[O:54])[CH:52]([NH:51][C:9](=[O:11])[CH:8]([NH:12][C:13]([O:15][C:16]([CH3:19])([CH3:18])[CH3:17])=[O:14])[CH2:7][O:6][C:5]1[CH:4]=[CH:3][C:2]([Br:1])=[CH:21][CH:20]=1)[CH:57]([CH3:59])[CH3:58]. The catalyst class is: 3.